This data is from Forward reaction prediction with 1.9M reactions from USPTO patents (1976-2016). The task is: Predict the product of the given reaction. (1) Given the reactants [CH2:1]([O:8][C:9]1[CH:14]=[C:13]([F:15])[CH:12]=[CH:11][C:10]=1[CH2:16][NH2:17])[C:2]1[CH:7]=[CH:6][CH:5]=[CH:4][CH:3]=1.O.C([O-])([O-])=O.[Na+].[Na+].[CH3:25][C:26]([O:29][C:30](O[C:30]([O:29][C:26]([CH3:28])([CH3:27])[CH3:25])=[O:31])=[O:31])([CH3:28])[CH3:27], predict the reaction product. The product is: [CH2:1]([O:8][C:9]1[CH:14]=[C:13]([F:15])[CH:12]=[CH:11][C:10]=1[CH2:16][NH:17][C:30](=[O:31])[O:29][C:26]([CH3:28])([CH3:27])[CH3:25])[C:2]1[CH:3]=[CH:4][CH:5]=[CH:6][CH:7]=1. (2) Given the reactants [Cl:1][C:2]1[CH:9]=[C:8]([F:10])[CH:7]=[C:6]([F:11])[C:3]=1[C:4]#[N:5].B.CSC.Cl.[OH-].[Na+], predict the reaction product. The product is: [Cl:1][C:2]1[CH:9]=[C:8]([F:10])[CH:7]=[C:6]([F:11])[C:3]=1[CH2:4][NH2:5]. (3) Given the reactants [F:1][C:2]1[C:39]([CH3:40])=[CH:38][CH:37]=[CH:36][C:3]=1[O:4][C:5]1[C:14]2[C:13](=[O:15])[N:12]([CH2:16][C:17]3[CH:22]=[CH:21][C:20]([O:23][CH3:24])=[CH:19][CH:18]=3)C(=O)[N:10]([C:26]3[CH:31]=[CH:30][C:29]([I:32])=[CH:28][C:27]=3[F:33])[C:9]=2[N:8]([CH3:34])[C:7](=[O:35])[CH:6]=1.[OH-].[Li+].C(OCC)(=O)C, predict the reaction product. The product is: [F:1][C:2]1[C:39]([CH3:40])=[CH:38][CH:37]=[CH:36][C:3]=1[O:4][C:5]1[C:14]([C:13]([NH:12][CH2:16][C:17]2[CH:22]=[CH:21][C:20]([O:23][CH3:24])=[CH:19][CH:18]=2)=[O:15])=[C:9]([NH:10][C:26]2[CH:31]=[CH:30][C:29]([I:32])=[CH:28][C:27]=2[F:33])[N:8]([CH3:34])[C:7](=[O:35])[CH:6]=1. (4) The product is: [NH2:1][C@@H:2]([CH3:3])[C:4]([O:6][CH:7]1[CH2:14][CH2:13][CH2:12][CH2:11][CH2:10][CH2:9][CH2:8]1)=[O:5]. Given the reactants [NH2:1][C@H:2]([C:4]([OH:6])=[O:5])[CH3:3].[CH:7]1(O)[CH2:14][CH2:13][CH2:12][CH2:11][CH2:10][CH2:9][CH2:8]1.O.C1(C)C=CC(S(O)(=O)=O)=CC=1, predict the reaction product. (5) Given the reactants [H-].[Na+].[F:3][CH:4]([F:7])[CH2:5][OH:6].F[C:9]1[CH:14]=[CH:13][C:12]([N+:15]([O-:17])=[O:16])=[CH:11][CH:10]=1, predict the reaction product. The product is: [F:3][CH:4]([F:7])[CH2:5][O:6][C:9]1[CH:14]=[CH:13][C:12]([N+:15]([O-:17])=[O:16])=[CH:11][CH:10]=1. (6) Given the reactants [CH3:1][O:2][C:3]([C@@H:5]1[CH2:14][C:13]2[C:8](=[CH:9][C:10]([OH:16])=[C:11]([OH:15])[CH:12]=2)[CH2:7][NH:6]1)=[O:4].[C:17](O[C:17]([O:19][C:20]([CH3:23])([CH3:22])[CH3:21])=[O:18])([O:19][C:20]([CH3:23])([CH3:22])[CH3:21])=[O:18].C(=O)(O)[O-].[Na+].NN.C(=O)([O-])[O-], predict the reaction product. The product is: [CH3:1][O:2][C:3]([C@@H:5]1[CH2:14][C:13]2[C:8](=[CH:9][C:10]([OH:16])=[C:11]([OH:15])[CH:12]=2)[CH2:7][N:6]1[C:17]([O:19][C:20]([CH3:23])([CH3:22])[CH3:21])=[O:18])=[O:4].